This data is from Full USPTO retrosynthesis dataset with 1.9M reactions from patents (1976-2016). The task is: Predict the reactants needed to synthesize the given product. (1) Given the product [CH:1]1([C:7]2[C:8]3[CH:24]=[CH:23][C:22]([C:25]([Cl:31])=[O:27])=[CH:21][C:9]=3[N:10]3[C:16]=2[C:15]2[CH:17]=[CH:18][CH:19]=[CH:20][C:14]=2[O:13][CH2:12][CH2:11]3)[CH2:6][CH2:5][CH2:4][CH2:3][CH2:2]1, predict the reactants needed to synthesize it. The reactants are: [CH:1]1([C:7]2[C:8]3[CH:24]=[CH:23][C:22]([C:25]([OH:27])=O)=[CH:21][C:9]=3[N:10]3[C:16]=2[C:15]2[CH:17]=[CH:18][CH:19]=[CH:20][C:14]=2[O:13][CH2:12][CH2:11]3)[CH2:6][CH2:5][CH2:4][CH2:3][CH2:2]1.C(Cl)(=O)C([Cl:31])=O. (2) Given the product [Cl:31][C:32]1[CH:37]=[CH:36][C:35]([S:38][CH2:15][CH2:14][C:12]2[O:11][C:10](=[O:21])[C:9]([C:22]3[C:27]([CH3:28])=[CH:26][C:25]([CH3:29])=[CH:24][C:23]=3[CH3:30])=[C:8]([OH:7])[CH:13]=2)=[CH:34][CH:33]=1, predict the reactants needed to synthesize it. The reactants are: C([O:7][C:8]1[CH:13]=[C:12]([CH2:14][CH2:15]OS(C)(=O)=O)[O:11][C:10](=[O:21])[C:9]=1[C:22]1[C:27]([CH3:28])=[CH:26][C:25]([CH3:29])=[CH:24][C:23]=1[CH3:30])(=O)C(C)(C)C.[Cl:31][C:32]1[CH:37]=[CH:36][C:35]([SH:38])=[CH:34][CH:33]=1.C([O-])([O-])=O.[K+].[K+].Cl.